Dataset: Reaction yield outcomes from USPTO patents with 853,638 reactions. Task: Predict the reaction yield, written as a fraction of the theoretical maximum amount of product (1.0 means a 100% yield; for example, 0.34 means a 34% yield). (1) The reactants are [C:1]([C:3]1[CH:9]=[CH:8][C:6]([NH2:7])=[CH:5][CH:4]=1)#[CH:2].N1C=CC=CC=1.[CH3:16][S:17](Cl)(=[O:19])=[O:18]. The catalyst is ClCCl. The product is [C:1]([C:3]1[CH:9]=[CH:8][C:6]([NH:7][S:17]([CH3:16])(=[O:19])=[O:18])=[CH:5][CH:4]=1)#[CH:2]. The yield is 0.800. (2) The reactants are Cl.C([O:9][C:10]1[CH:19]=[C:18]2[C:13]([C:14]([NH:20][C:21]3[CH:26]=[CH:25][C:24]([Cl:27])=[CH:23][C:22]=3[F:28])=[N:15][CH:16]=[N:17]2)=[CH:12][C:11]=1[O:29][CH3:30])C1C=CC=CC=1. The catalyst is C(O)(C(F)(F)F)=O. The product is [Cl:27][C:24]1[CH:25]=[CH:26][C:21]([NH:20][C:14]2[C:13]3[C:18](=[CH:19][C:10]([OH:9])=[C:11]([O:29][CH3:30])[CH:12]=3)[N:17]=[CH:16][N:15]=2)=[C:22]([F:28])[CH:23]=1. The yield is 0.720.